Dataset: Catalyst prediction with 721,799 reactions and 888 catalyst types from USPTO. Task: Predict which catalyst facilitates the given reaction. (1) Reactant: Cl[C:2]1[N:7]=[C:6]([Cl:8])[CH:5]=[CH:4][N:3]=1.[NH:9]1[CH2:14][CH2:13][CH:12]([C:15]([NH2:17])=[O:16])[CH2:11][CH2:10]1. Product: [Cl:8][C:6]1[CH:5]=[CH:4][N:3]=[C:2]([N:9]2[CH2:14][CH2:13][CH:12]([C:15]([NH2:17])=[O:16])[CH2:11][CH2:10]2)[N:7]=1. The catalyst class is: 38. (2) Reactant: [S:1]1[C:5]2[CH:6]=[C:7]([NH:10][C:11]3[N:16]=[CH:15][C:14]([C:17]4[O:18][C:19]([CH3:35])=[C:20]([C:22]([NH:24][CH2:25][CH2:26][NH:27]C(=O)OC(C)(C)C)=[O:23])[N:21]=4)=[C:13]([NH:36][CH:37]([CH3:39])[CH3:38])[CH:12]=3)[CH:8]=[CH:9][C:4]=2[N:3]=[CH:2]1.CCOCC.Cl. Product: [NH2:27][CH2:26][CH2:25][NH:24][C:22]([C:20]1[N:21]=[C:17]([C:14]2[CH:15]=[N:16][C:11]([NH:10][C:7]3[CH:8]=[CH:9][C:4]4[N:3]=[CH:2][S:1][C:5]=4[CH:6]=3)=[CH:12][C:13]=2[NH:36][CH:37]([CH3:38])[CH3:39])[O:18][C:19]=1[CH3:35])=[O:23]. The catalyst class is: 2. (3) Reactant: [F:1][C:2]1[CH:53]=[CH:52][C:51]([F:54])=[CH:50][C:3]=1[CH2:4][N:5]1[C:9]([CH3:10])=[C:8]([C:11]2[C:19]3[C:14](=[N:15][CH:16]=[C:17]([C:20]4[CH:25]=[CH:24][C:23]([N:26]5[CH2:31][CH2:30][N:29]([C:32]([O:34][C:35]([CH3:38])([CH3:37])[CH3:36])=[O:33])[CH2:28][CH2:27]5)=[CH:22][CH:21]=4)[CH:18]=3)[N:13](S(C3C=CC(C)=CC=3)(=O)=O)[CH:12]=2)[C:7]([CH3:49])=[N:6]1.[OH-].[Li+]. Product: [F:1][C:2]1[CH:53]=[CH:52][C:51]([F:54])=[CH:50][C:3]=1[CH2:4][N:5]1[C:9]([CH3:10])=[C:8]([C:11]2[C:19]3[C:14](=[N:15][CH:16]=[C:17]([C:20]4[CH:25]=[CH:24][C:23]([N:26]5[CH2:27][CH2:28][N:29]([C:32]([O:34][C:35]([CH3:37])([CH3:38])[CH3:36])=[O:33])[CH2:30][CH2:31]5)=[CH:22][CH:21]=4)[CH:18]=3)[NH:13][CH:12]=2)[C:7]([CH3:49])=[N:6]1. The catalyst class is: 87.